Predict the reaction yield, written as a fraction of the theoretical maximum amount of product (1.0 means a 100% yield; for example, 0.34 means a 34% yield). From a dataset of Reaction yield outcomes from USPTO patents with 853,638 reactions. (1) The reactants are [Br:1][CH2:2][C:3]1[CH:10]=[CH:9][C:6]([C:7]#N)=[CH:5][C:4]=1[Cl:11].[H-].C([Al+]CC(C)C)C(C)C.Cl.[OH2:23]. The catalyst is C1(C)C=CC=CC=1. The product is [Br:1][CH2:2][C:3]1[CH:10]=[CH:9][C:6]([CH:7]=[O:23])=[CH:5][C:4]=1[Cl:11]. The yield is 0.800. (2) The reactants are [F:1][C:2]1[CH:7]=[CH:6][C:5]([OH:8])=[CH:4][CH:3]=1.[Br:9][CH2:10][CH2:11][CH2:12]Br.C([O-])([O-])=O.[Cs+].[Cs+]. The catalyst is C(#N)C. The product is [F:1][C:2]1[CH:7]=[CH:6][C:5]([O:8][CH2:12][CH2:11][CH2:10][Br:9])=[CH:4][CH:3]=1. The yield is 0.147. (3) The reactants are O=[C:2]1[CH2:7][CH2:6][N:5]([C:8]([O:10][C:11]([CH3:14])([CH3:13])[CH3:12])=[O:9])[CH2:4][CH2:3]1.[C:15](=[O:18])([O-])[O-].[NH4+:19].[NH4+:20].[C-]#N.[K+].[CH2:24]([OH:26])C.O. No catalyst specified. The product is [O:26]=[C:24]1[NH:20][C:15](=[O:18])[C:2]2([CH2:7][CH2:6][N:5]([C:8]([O:10][C:11]([CH3:14])([CH3:13])[CH3:12])=[O:9])[CH2:4][CH2:3]2)[NH:19]1. The yield is 0.530.